This data is from Full USPTO retrosynthesis dataset with 1.9M reactions from patents (1976-2016). The task is: Predict the reactants needed to synthesize the given product. (1) Given the product [CH3:33][O:34][C:19]([C@@H:17]1[O:16][C:15](=[O:22])[N:14]([C:12]2[CH:11]=[CH:10][C:5]3[N:6]([CH3:9])[C:7](=[O:8])[C:2]([F:1])([F:23])[O:3][C:4]=3[CH:13]=2)[CH2:18]1)=[O:20], predict the reactants needed to synthesize it. The reactants are: [F:1][C:2]1([F:23])[C:7](=[O:8])[N:6]([CH3:9])[C:5]2[CH:10]=[CH:11][C:12]([N:14]3[CH2:18][C@H:17]([C:19](N)=[O:20])[O:16][C:15]3=[O:22])=[CH:13][C:4]=2[O:3]1.O(S(C(F)(F)F)(=O)=O)[Li].[CH3:33][O:34]C(=O)[C@@H]1OC1.C1N=CN(C(N2C=NC=C2)=O)C=1. (2) Given the product [C:49]([O:48][C:46]([NH:45][C:39]1[CH:38]=[CH:37][C:36]([C:15]2[CH:16]=[C:17]3[C:9]([C:4]4[CH:5]=[CH:6][CH:7]=[CH:8][C:3]=4[O:2][CH3:1])=[N:10][N:11]([CH2:27][O:28][CH2:29][CH2:30][Si:31]([CH3:32])([CH3:34])[CH3:33])[C:12]3=[N:13][CH:14]=2)=[CH:44][C:40]=1[C:41]([OH:43])=[O:42])=[O:47])([CH3:52])([CH3:50])[CH3:51], predict the reactants needed to synthesize it. The reactants are: [CH3:1][O:2][C:3]1[CH:8]=[CH:7][CH:6]=[CH:5][C:4]=1[C:9]1[C:17]2[C:12](=[N:13][CH:14]=[C:15](B3OC(C)(C)C(C)(C)O3)[CH:16]=2)[N:11]([CH2:27][O:28][CH2:29][CH2:30][Si:31]([CH3:34])([CH3:33])[CH3:32])[N:10]=1.Br[C:36]1[CH:37]=[CH:38][C:39]([NH:45][C:46]([O:48][C:49]([CH3:52])([CH3:51])[CH3:50])=[O:47])=[C:40]([CH:44]=1)[C:41]([OH:43])=[O:42].C(=O)(O)[O-].[Na+].C(O)(=O)CC(CC(O)=O)(C(O)=O)O. (3) Given the product [CH3:14][Si:2]([CH3:1])([CH3:13])[CH2:3][CH:4]([C:11]#[N:12])[CH2:5][C:6]([OH:8])=[O:7], predict the reactants needed to synthesize it. The reactants are: [CH3:1][Si:2]([CH3:14])([CH3:13])[CH2:3][CH:4]([C:11]#[N:12])[CH2:5][C:6]([O:8]CC)=[O:7].O.[OH-].[Li+].Cl. (4) Given the product [CH3:1][C:2]1[CH:7]=[C:6]([CH3:8])[CH:5]=[CH:4][C:3]=1[N:9]1[CH2:14][CH2:13][N:12]([C:15]([C:17]2[CH:22]=[CH:21][C:20]([N:23]([CH3:28])[S:24]([CH3:27])(=[O:26])=[O:25])=[CH:19][CH:18]=2)=[O:16])[CH2:11][CH2:10]1, predict the reactants needed to synthesize it. The reactants are: [CH3:1][C:2]1[CH:7]=[C:6]([CH3:8])[CH:5]=[CH:4][C:3]=1[N:9]1[CH2:14][CH2:13][N:12]([C:15]([C:17]2[CH:22]=[CH:21][C:20]([NH:23][S:24]([CH3:27])(=[O:26])=[O:25])=[CH:19][CH:18]=2)=[O:16])[CH2:11][CH2:10]1.[CH3:28]I. (5) Given the product [N:54]([C@@H:24]([C:18]1([C:15]2[CH:16]=[CH:17][C:12]([Cl:11])=[CH:13][CH:14]=2)[CH2:23][CH2:22][O:21][CH2:20][CH2:19]1)[C:25]([N:27]1[C@@H:31]([C:32]2[CH:33]=[CH:34][CH:35]=[CH:36][CH:37]=2)[CH2:30][O:29][C:28]1=[O:38])=[O:26])=[N+:55]=[N-:56], predict the reactants needed to synthesize it. The reactants are: C[Si]([N-][Si](C)(C)C)(C)C.[Na+].[Cl:11][C:12]1[CH:17]=[CH:16][C:15]([C:18]2([CH2:24][C:25]([N:27]3[C@@H:31]([C:32]4[CH:37]=[CH:36][CH:35]=[CH:34][CH:33]=4)[CH2:30][O:29][C:28]3=[O:38])=[O:26])[CH2:23][CH2:22][O:21][CH2:20][CH2:19]2)=[CH:14][CH:13]=1.CC(C1C=C(C(C)C)C(S([N:54]=[N+:55]=[N-:56])(=O)=O)=C(C(C)C)C=1)C.C(O)(=O)C. (6) Given the product [NH2:1][C:2]1[C:7]([O:8][CH2:9][CH:10]2[CH2:15][CH2:14][N:13]([C:16]3[N:21]=[C:20]([O:22][C@H:23]([CH3:27])[CH2:24][O:25][CH3:26])[N:19]=[C:18]([C:62]([NH:39][C@@H:40]([C:41]([OH:43])([CH3:44])[CH3:42])[CH3:45])=[O:63])[N:17]=3)[CH2:12][CH2:11]2)=[CH:6][C:5]([C:33]2[N:34]=[CH:35][N:36]([CH3:38])[CH:37]=2)=[CH:4][N:3]=1, predict the reactants needed to synthesize it. The reactants are: [NH2:1][C:2]1[C:7]([O:8][CH2:9][CH:10]2[CH2:15][CH2:14][N:13]([C:16]3[N:21]=[C:20]([O:22][C@H:23]([CH3:27])[CH2:24][O:25][CH3:26])[N:19]=[C:18](C(C#N)C#N)[N:17]=3)[CH2:12][CH2:11]2)=[CH:6][C:5]([C:33]2[N:34]=[CH:35][N:36]([CH3:38])[CH:37]=2)=[CH:4][N:3]=1.[NH2:39][C@H:40]([CH3:45])[C:41]([CH3:44])([OH:43])[CH3:42].CCN(C(C)C)C(C)C.C1C=C(Cl)C=C([C:62](OO)=[O:63])C=1.